Predict which catalyst facilitates the given reaction. From a dataset of Catalyst prediction with 721,799 reactions and 888 catalyst types from USPTO. (1) Reactant: Cl[C:2]1[CH:16]=[CH:15][C:5]2[C:6](=[O:14])[NH:7][C:8]3[C:13]([C:4]=2[CH:3]=1)=[CH:12][CH:11]=[CH:10][N:9]=3.C[O:18][C:19]1C=CC(N)=CC=1.C1(P(C2CCCCC2)C2C=CC=CC=2C2C(C(C)C)=CC(C(C)C)=CC=2C(C)C)CCCCC1.C[C:61](C)([O-:63])C.[Na+]. Product: [CH3:61][O:63][C:16]1[C:2]([O:18][CH3:19])=[CH:3][C:4]2[C:13]3[C:8](=[N:9][CH:10]=[CH:11][CH:12]=3)[NH:7][C:6](=[O:14])[C:5]=2[CH:15]=1. The catalyst class is: 160. (2) Reactant: C[CH:2]1[C:6](=O)[CH2:5][CH2:4][C:3]1=[O:8].[CH3:9][O:10][C:11](=[O:19])[C:12]1[CH:17]=[CH:16][C:15]([NH2:18])=[CH:14][CH:13]=1. Product: [O:8]=[C:3]1[CH2:4][CH2:5][C:6]([NH:18][C:15]2[CH:14]=[CH:13][C:12]([C:11]([O:10][CH3:9])=[O:19])=[CH:17][CH:16]=2)=[CH:2]1. The catalyst class is: 11. (3) Reactant: C([O:8][CH2:9][CH2:10][O:11][C:12]1[N:17]=[CH:16][C:15]2[NH:18]/[C:19](=[N:32]\[C:33](=[O:41])[C:34]3[CH:39]=[CH:38][CH:37]=[C:36]([F:40])[CH:35]=3)/[N:20]([C@@H:21]3[CH2:26][CH2:25][C@H:24]([C:27]([O:29][CH2:30][CH3:31])=[O:28])[CH2:23][CH2:22]3)[C:14]=2[CH:13]=1)C1C=CC=CC=1.Cl. Product: [F:40][C:36]1[CH:35]=[C:34]([CH:39]=[CH:38][CH:37]=1)[C:33](/[N:32]=[C:19]1/[N:20]([C@@H:21]2[CH2:22][CH2:23][C@H:24]([C:27]([O:29][CH2:30][CH3:31])=[O:28])[CH2:25][CH2:26]2)[C:14]2[CH:13]=[C:12]([O:11][CH2:10][CH2:9][OH:8])[N:17]=[CH:16][C:15]=2[NH:18]/1)=[O:41]. The catalyst class is: 50. (4) Reactant: [Br:1][C:2]1[C:3]([F:12])=[C:4]2[C:10]([NH2:11])=[CH:9][NH:8][C:5]2=[N:6][CH:7]=1.[F:13][C:14]([F:25])([F:24])[C:15]1[CH:16]=[CH:17][C:18]([C:21](O)=[O:22])=[N:19][CH:20]=1.C1N(P(Cl)(N2C(=O)OCC2)=O)C(=O)OC1.[Li+].[OH-]. Product: [Br:1][C:2]1[C:3]([F:12])=[C:4]2[C:10]([NH:11][C:21](=[O:22])[C:18]3[CH:17]=[CH:16][C:15]([C:14]([F:24])([F:13])[F:25])=[CH:20][N:19]=3)=[CH:9][NH:8][C:5]2=[N:6][CH:7]=1. The catalyst class is: 34.